This data is from Forward reaction prediction with 1.9M reactions from USPTO patents (1976-2016). The task is: Predict the product of the given reaction. (1) The product is: [N:17]1[N:16]=[CH:15][N:12]2[CH:13]=[CH:14][C:9]([OH:8])=[CH:10][C:11]=12. Given the reactants C([O:8][C:9]1[CH:14]=[CH:13][N:12]2[CH:15]=[N:16][N:17]=[C:11]2[CH:10]=1)C1C=CC=CC=1, predict the reaction product. (2) The product is: [CH2:34]([O:36][N:37]=[C:15]1[C:16]2[C:21](=[CH:20][CH:19]=[CH:18][CH:17]=2)[CH:13]([N:12]2[C:8]([CH2:7][OH:6])=[CH:9][N:10]=[CH:11]2)[C:14]1([CH3:24])[CH3:23])[CH3:35]. Given the reactants C([SiH2][O:6][C:7](C)(C)[C:8]1[N:12]([CH:13]2[C:21]3[C:16](=[CH:17][CH:18]=[CH:19][CH:20]=3)[C:15](=O)[C:14]2([CH3:24])[CH3:23])[CH:11]=[N:10][CH:9]=1)(C)(C)C.N1C=CC=CC=1.Cl.[CH2:34]([O:36][NH2:37])[CH3:35].[F-].C([N+](CCCC)(CCCC)CCCC)CCC.C1COCC1, predict the reaction product. (3) Given the reactants CO[CH:3]([O:11]C)[CH2:4][C:5]1([OH:10])[CH2:9][CH:8]=[CH:7][CH2:6]1.CC1C=C(C)C=C(C)N=1.FC(F)(F)S(O[Si:28]([C:31]([CH3:34])([CH3:33])[CH3:32])([CH3:30])[CH3:29])(=O)=O, predict the reaction product. The product is: [Si:28]([O:10][C:5]1([CH2:4][CH:3]=[O:11])[CH2:6][CH:7]=[CH:8][CH2:9]1)([C:31]([CH3:34])([CH3:33])[CH3:32])([CH3:30])[CH3:29]. (4) Given the reactants Cl[C:2]1[CH:3]=[C:4]([C:9]2[N:13]3[C:14]4[N:22]=[C:21]([O:23][CH3:24])[CH:20]=[CH:19][C:15]=4[N:16]=[C:17]([CH3:18])[C:12]3=[C:11]([CH3:25])[N:10]=2)[CH:5]=[C:6](Cl)[CH:7]=1.[CH3:26][CH2:27]N(CC)CC.C1(C#C)C=CC=CC=1.[NH4+].[Cl-], predict the reaction product. The product is: [CH3:24][O:23][C:21]1[CH:20]=[CH:19][C:15]2[N:16]=[C:17]([CH3:18])[C:12]3[N:13]([C:9]([C:4]#[C:3][C:2]4[CH:7]=[CH:6][CH:5]=[CH:27][CH:26]=4)=[N:10][C:11]=3[CH3:25])[C:14]=2[N:22]=1. (5) Given the reactants [NH:1]([C:6]([O:8][CH2:9][C:10]1[CH:15]=[CH:14][CH:13]=[CH:12][CH:11]=1)=[O:7])[CH2:2][C:3]([OH:5])=[O:4].C1COCC1.CCN(C(C)C)C(C)C.[B-](F)(F)(F)F.CN(C(O[N:43]1[C:48](=[O:49])[CH2:47][CH2:46][C:44]1=[O:45])=[N+](C)C)C, predict the reaction product. The product is: [NH:1]([C:6]([O:8][CH2:9][C:10]1[CH:15]=[CH:14][CH:13]=[CH:12][CH:11]=1)=[O:7])[CH2:2][C:3]([O:5][N:43]1[C:48](=[O:49])[CH2:47][CH2:46][C:44]1=[O:45])=[O:4]. (6) Given the reactants [CH3:1][C:2]1[N:6]([C:7]2[CH:12]=[CH:11][CH:10]=[C:9]([N+:13]([O-])=O)[CH:8]=2)[C:5]([C:16]2[CH:21]=[CH:20][CH:19]=[CH:18][CH:17]=2)=[C:4]([C:22](O)=[O:23])[CH:3]=1.[CH2:25]([C@H:32]1[NH:37][CH2:36][CH2:35][N:34]([C:38]([O:40][C:41]([CH3:44])([CH3:43])[CH3:42])=[O:39])[CH2:33]1)[C:26]1[CH:31]=[CH:30][CH:29]=[CH:28][CH:27]=1.CCN=C=NCCCN(C)C.Cl.C1C=CC2N(O)N=NC=2C=1, predict the reaction product. The product is: [NH2:13][C:9]1[CH:8]=[C:7]([N:6]2[C:2]([CH3:1])=[CH:3][C:4]([C:22]([N:37]3[CH2:36][CH2:35][N:34]([C:38]([O:40][C:41]([CH3:44])([CH3:43])[CH3:42])=[O:39])[CH2:33][C@H:32]3[CH2:25][C:26]3[CH:27]=[CH:28][CH:29]=[CH:30][CH:31]=3)=[O:23])=[C:5]2[C:16]2[CH:17]=[CH:18][CH:19]=[CH:20][CH:21]=2)[CH:12]=[CH:11][CH:10]=1.